This data is from Reaction yield outcomes from USPTO patents with 853,638 reactions. The task is: Predict the reaction yield, written as a fraction of the theoretical maximum amount of product (1.0 means a 100% yield; for example, 0.34 means a 34% yield). (1) The reactants are [O:1]([CH:8]([C:10]1[CH:19]=[CH:18][C:13]([C:14]([O:16]C)=[O:15])=[CH:12][CH:11]=1)[CH3:9])[C:2]1[CH:7]=[CH:6][CH:5]=[CH:4][CH:3]=1.O.[OH-].[Li+].O1CCCC1.Cl. The catalyst is O.CO. The product is [O:1]([CH:8]([C:10]1[CH:11]=[CH:12][C:13]([C:14]([OH:16])=[O:15])=[CH:18][CH:19]=1)[CH3:9])[C:2]1[CH:3]=[CH:4][CH:5]=[CH:6][CH:7]=1. The yield is 0.760. (2) The yield is 0.0700. The catalyst is C(O)C. The reactants are [CH3:1][C:2]1[N:7]=[C:6]([SH:8])[N:5]=[C:4]([OH:9])[CH:3]=1.C(N(CC)CC)C.Br[CH2:18][C:19]1[CH:24]=[CH:23][N:22]=[CH:21][C:20]=1[F:25]. The product is [F:25][C:20]1[CH:21]=[N:22][CH:23]=[CH:24][C:19]=1[CH2:18][S:8][C:6]1[N:5]=[C:4]([OH:9])[CH:3]=[C:2]([CH3:1])[N:7]=1. (3) The reactants are [NH2:1][C:2]1[CH:10]=[CH:9][C:8]([CH3:11])=[CH:7][C:3]=1[C:4]([OH:6])=[O:5].[C:12](=[S:14])=[S:13].[CH3:15]CN(CC)CC.IC.Cl. The catalyst is O1CCOCC1. The product is [CH3:11][C:8]1[CH:9]=[CH:10][C:2]([NH:1][C:12]([S:14][CH3:15])=[S:13])=[C:3]([CH:7]=1)[C:4]([OH:6])=[O:5]. The yield is 0.810.